Dataset: Full USPTO retrosynthesis dataset with 1.9M reactions from patents (1976-2016). Task: Predict the reactants needed to synthesize the given product. (1) Given the product [C:1]1([CH2:7][C:8]([O:18][CH2:17][CH2:16][C:10]2[CH:15]=[CH:14][CH:13]=[CH:12][CH:11]=2)=[O:9])[CH:6]=[CH:5][CH:4]=[CH:3][CH:2]=1, predict the reactants needed to synthesize it. The reactants are: [C:1]1([CH2:7][CH2:8][OH:9])[CH:6]=[CH:5][CH:4]=[CH:3][CH:2]=1.[C:10]1([CH2:16][C:17](O)=[O:18])[CH:15]=[CH:14][CH:13]=[CH:12][CH:11]=1.[OH-].[K+]. (2) Given the product [Cl:22][C:11]1[N:12]=[C:13]2[C:20]([CH3:21])=[CH:19][CH:18]=[CH:17][N:14]2[C:15](=[O:16])[C:10]=1[NH:9][C:6](=[O:7])[CH2:5][C:1]([CH3:4])([CH3:3])[CH3:2], predict the reactants needed to synthesize it. The reactants are: [C:1]([CH2:5][C:6](Cl)=[O:7])([CH3:4])([CH3:3])[CH3:2].[NH2:9][C:10]1[C:15](=[O:16])[N:14]2[CH:17]=[CH:18][CH:19]=[C:20]([CH3:21])[C:13]2=[N:12][C:11]=1[Cl:22].[O-]P([O-])([O-])=O.[K+].[K+].[K+].